Task: Predict the reactants needed to synthesize the given product.. Dataset: Full USPTO retrosynthesis dataset with 1.9M reactions from patents (1976-2016) (1) Given the product [C:21](=[O:25])([O:22][CH2:23][CH3:24])[O:1][CH2:2][CH2:3][O:4][CH2:5][CH2:6][NH:7][C:8]([O:9][C:10]([CH3:11])([CH3:13])[CH3:12])=[O:14], predict the reactants needed to synthesize it. The reactants are: [OH:1][CH2:2][CH2:3][O:4][CH2:5][CH2:6][NH:7][C:8](=[O:14])[O:9][C:10]([CH3:13])([CH3:12])[CH3:11].N1C=CC=CC=1.[C:21](Cl)(=[O:25])[O:22][CH2:23][CH3:24]. (2) Given the product [CH:9]([NH:11][CH2:12][CH2:13][S:14]([NH2:17])(=[O:16])=[O:15])=[O:8], predict the reactants needed to synthesize it. The reactants are: C([O:8][C:9]([NH:11][CH2:12][CH2:13][S:14]([NH2:17])(=[O:16])=[O:15])=O)C1C=CC=CC=1.CO. (3) The reactants are: F[C:2]1[CH:28]=[CH:27][C:5]2[N:6]=[C:7]([C:9]3[C:10]([NH2:26])=[N:11][CH:12]=[C:13]([C:15]4[CH:16]=[N:17][N:18]([CH:20]5[CH2:25][CH2:24][NH:23][CH2:22][CH2:21]5)[CH:19]=4)[CH:14]=3)[S:8][C:4]=2[CH:3]=1.ClC1SC2[C:38]([O:39]C)=CC=CC=2N=1. Given the product [CH3:38][O:39][C:3]1[C:4]2[S:8][C:7]([C:9]3[C:10]([NH2:26])=[N:11][CH:12]=[C:13]([C:15]4[CH:16]=[N:17][N:18]([CH:20]5[CH2:25][CH2:24][NH:23][CH2:22][CH2:21]5)[CH:19]=4)[CH:14]=3)=[N:6][C:5]=2[CH:27]=[CH:28][CH:2]=1, predict the reactants needed to synthesize it. (4) Given the product [CH:1]1([C:4]([C:6]2[CH:44]=[CH:43][C:9]3[N:10]([CH2:14][CH2:15][O:16][C:17]4[CH:18]=[CH:19][C:20]([CH2:23][C@H:24]([O:37][CH2:38][C:39]([F:40])([F:42])[F:41])[C:25]([OH:47])=[O:26])=[CH:21][CH:22]=4)[C:11](=[O:13])[S:12][C:8]=3[CH:7]=2)=[O:5])[CH2:2][CH2:3]1, predict the reactants needed to synthesize it. The reactants are: [CH:1]1([C:4]([C:6]2[CH:44]=[CH:43][C:9]3[N:10]([CH2:14][CH2:15][O:16][C:17]4[CH:22]=[CH:21][C:20]([CH2:23][C@H:24]([O:37][CH2:38][C:39]([F:42])([F:41])[F:40])[C:25](N[C@@H](C5C=CC=CC=5)CO)=[O:26])=[CH:19][CH:18]=4)[C:11](=[O:13])[S:12][C:8]=3[CH:7]=2)=[O:5])[CH2:3][CH2:2]1.O.S(=O)(=O)(O)[OH:47].